From a dataset of Forward reaction prediction with 1.9M reactions from USPTO patents (1976-2016). Predict the product of the given reaction. (1) Given the reactants [H-].[Na+].C(CP(=O)(OCC)OCC)#N.O1CCOC1C1C=C(C=CC=1)C=O.[C:27]([CH:29]=[CH:30][C:31]1[CH:32]=[C:33]([CH:37]2OCC[O:38]2)[CH:34]=[CH:35][CH:36]=1)#[N:28].Cl, predict the reaction product. The product is: [C:27](/[CH:29]=[CH:30]/[C:31]1[CH:32]=[C:33]([CH:34]=[CH:35][CH:36]=1)[CH:37]=[O:38])#[N:28]. (2) Given the reactants Cl[C:2]1[N:7]=[CH:6][C:5]2[C:8]([C:17]([NH:19][CH:20]3[CH2:25][CH2:24][O:23][CH2:22][CH2:21]3)=[O:18])=[CH:9][N:10]([CH:11]([CH3:16])[C:12]([F:15])([F:14])[F:13])[C:4]=2[CH:3]=1.[CH:26]1([S:29]([N:32]2[CH:36]=[C:35]([C:37]3[N:42]=[C:41]([NH2:43])[CH:40]=[CH:39][N:38]=3)[CH:34]=[N:33]2)(=[O:31])=[O:30])[CH2:28][CH2:27]1.C1(P(C2CCCCC2)C2C(OC)=CC=C(OC)C=2C2C(C(C)C)=CC(C(C)C)=CC=2C(C)C)CCCCC1.C(=O)([O-])[O-].[Cs+].[Cs+], predict the reaction product. The product is: [CH:26]1([S:29]([N:32]2[CH:36]=[C:35]([C:37]3[N:42]=[C:41]([NH:43][C:2]4[N:7]=[CH:6][C:5]5[C:8]([C:17]([NH:19][CH:20]6[CH2:25][CH2:24][O:23][CH2:22][CH2:21]6)=[O:18])=[CH:9][N:10]([CH:11]([CH3:16])[C:12]([F:15])([F:14])[F:13])[C:4]=5[CH:3]=4)[CH:40]=[CH:39][N:38]=3)[CH:34]=[N:33]2)(=[O:30])=[O:31])[CH2:28][CH2:27]1.